Predict the reactants needed to synthesize the given product. From a dataset of Full USPTO retrosynthesis dataset with 1.9M reactions from patents (1976-2016). (1) Given the product [CH3:16][CH2:17][NH:2][C:11]1[C:6]([NH2:5])=[C:7]([F:15])[CH:8]=[CH:9][CH:10]=1, predict the reactants needed to synthesize it. The reactants are: [Cl-].[NH4+:2].C([NH:5][C:6]1[C:11]([N+]([O-])=O)=[CH:10][CH:9]=[CH:8][C:7]=1[F:15])C.[CH2:16](O)[CH3:17]. (2) The reactants are: [OH:1][C@@H:2]1[C@H:6]2[N:7](C(OCC3C4C=CC=CC=4C4C3=CC=CC=4)=O)[CH2:8][C@H:9]([O:10][CH3:11])[C@H:5]2[O:4][CH2:3]1.[H][H]. Given the product [CH3:11][O:10][C@H:9]1[CH2:8][NH:7][C@@H:6]2[C@@H:2]([OH:1])[CH2:3][O:4][C@H:5]12, predict the reactants needed to synthesize it. (3) The reactants are: Cl.[NH2:2][OH:3].[C:4](=O)([O-])[O-].[Na+].[Na+].[C:10]([O:14][C:15](=[O:21])[NH:16][CH:17]([C:19]#[N:20])[CH3:18])([CH3:13])([CH3:12])[CH3:11]. Given the product [C:10]([O:14][C:15](=[O:21])[NH:16][CH:17]([C:19](=[NH:20])[NH:2][OH:3])[CH2:18][CH3:4])([CH3:11])([CH3:12])[CH3:13], predict the reactants needed to synthesize it. (4) Given the product [F:28][C:22]1[CH:23]=[C:24]([F:27])[CH:25]=[CH:26][C:21]=1[O:20][C:19]1[C:18](=[O:17])[N:4]([CH2:3][C@@H:2]([OH:1])[CH3:15])[C:5]2[N:6]=[C:7]([S:13][CH3:14])[N:8]=[CH:9][C:10]=2[CH:11]=1, predict the reactants needed to synthesize it. The reactants are: [OH:1][C@@H:2]([CH3:15])[CH2:3][NH:4][C:5]1[C:10]([CH:11]=O)=[CH:9][N:8]=[C:7]([S:13][CH3:14])[N:6]=1.C[O:17][C:18](=O)[CH2:19][O:20][C:21]1[CH:26]=[CH:25][C:24]([F:27])=[CH:23][C:22]=1[F:28].C(=O)([O-])[O-].[K+].[K+].